This data is from Forward reaction prediction with 1.9M reactions from USPTO patents (1976-2016). The task is: Predict the product of the given reaction. (1) The product is: [NH:1]1[C:5]2[CH:6]=[CH:7][CH:8]=[CH:9][C:4]=2[N:3]=[C:2]1[C:10]([C:12]1[CH:13]=[CH:14][C:15]([O:18][C:19]2[C:24]([C:25]3[C:26](=[O:31])[NH:27][CH:28]=[CH:29][CH:30]=3)=[N:23][CH:22]=[CH:21][N:20]=2)=[CH:16][CH:17]=1)=[O:11]. Given the reactants [NH:1]1[C:5]2[CH:6]=[CH:7][CH:8]=[CH:9][C:4]=2[N:3]=[C:2]1[C:10]([C:12]1[CH:17]=[CH:16][C:15]([O:18][C:19]2[C:24]([C:25]3[C:26]([O:31]CC4C=CC(OC)=CC=4)=[N:27][CH:28]=[CH:29][CH:30]=3)=[N:23][CH:22]=[CH:21][N:20]=2)=[CH:14][CH:13]=1)=[O:11].C(C1C(=O)C(Cl)=C(Cl)C(=O)C=1C#N)#N.O1CCOCC1, predict the reaction product. (2) Given the reactants [CH2:1]([O:5][CH2:6][CH2:7][O:8][C:9]1[CH:14]=[CH:13][C:12]([C:15]2[CH:16]=[CH:17][C:18]3[N:24](C(=O)C(F)(F)F)[CH2:23][CH2:22][C:21]([C:31]([NH:33][C:34]4[CH:39]=[CH:38][C:37]([C@H:40]([OH:48])[C:41]5[CH:46]=[CH:45][CH:44]=[CH:43][N+:42]=5[O-:47])=[CH:36][CH:35]=4)=[O:32])=[CH:20][C:19]=3[CH:49]=2)=[CH:11][CH:10]=1)[CH2:2][CH2:3][CH3:4].[BH4-].[Na+].O, predict the reaction product. The product is: [CH2:1]([O:5][CH2:6][CH2:7][O:8][C:9]1[CH:10]=[CH:11][C:12]([C:15]2[CH:16]=[CH:17][C:18]3[NH:24][CH2:23][CH2:22][C:21]([C:31]([NH:33][C:34]4[CH:35]=[CH:36][C:37]([C@H:40]([OH:48])[C:41]5[CH:46]=[CH:45][CH:44]=[CH:43][N+:42]=5[O-:47])=[CH:38][CH:39]=4)=[O:32])=[CH:20][C:19]=3[CH:49]=2)=[CH:13][CH:14]=1)[CH2:2][CH2:3][CH3:4]. (3) Given the reactants [CH2:1]([O:8][C:9]1[C:36]([CH3:37])=[CH:35][C:12]([C:13]([NH:15][CH2:16][C:17](OCC)([O:29]CC)[C:18]2[CH:23]=[C:22]([CH3:24])[N:21]=[C:20]([CH2:25][CH:26]([CH3:28])[CH3:27])[CH:19]=2)=[O:14])=[CH:11][C:10]=1[CH2:38][CH3:39])[C:2]1[CH:7]=[CH:6][CH:5]=[CH:4][CH:3]=1, predict the reaction product. The product is: [CH2:1]([O:8][C:9]1[C:36]([CH3:37])=[CH:35][C:12]([C:13]([NH:15][CH2:16][C:17]([C:18]2[CH:23]=[C:22]([CH3:24])[N:21]=[C:20]([CH2:25][CH:26]([CH3:28])[CH3:27])[CH:19]=2)=[O:29])=[O:14])=[CH:11][C:10]=1[CH2:38][CH3:39])[C:2]1[CH:3]=[CH:4][CH:5]=[CH:6][CH:7]=1. (4) Given the reactants C1C[C@H](C(O)=O)CC[C@H]1CN.[CH3:12][CH:13]([CH3:33])[C:14]([O:16][C@@H:17]([O:19][C:20]([NH:22][CH2:23][C@H:24]1[CH2:29][CH2:28][C@H:27]([C:30]([OH:32])=[O:31])[CH2:26][CH2:25]1)=[O:21])[CH3:18])=[O:15].C(=O)(O)[O-].[Na+:38].C(#N)C, predict the reaction product. The product is: [CH3:12][CH:13]([CH3:33])[C:14]([O:16][C@@H:17]([O:19][C:20]([NH:22][CH2:23][C@H:24]1[CH2:25][CH2:26][C@H:27]([C:30]([O-:32])=[O:31])[CH2:28][CH2:29]1)=[O:21])[CH3:18])=[O:15].[Na+:38]. (5) Given the reactants Cl.CN(C)CCCN=C=NCC.[CH3:13][C:14]1[CH:15]=[CH:16][C:17]([C:20]2[N:24]([C:25]3[S:26][CH:27]=[CH:28][N:29]=3)[N:23]=[C:22]([C:30]([OH:32])=O)[CH:21]=2)=[N:18][CH:19]=1.Cl.[CH3:34][N:35]1[CH2:40][CH2:39][NH:38][CH2:37][C:36]1=[O:41].ON1C2C=CC=CC=2N=N1, predict the reaction product. The product is: [CH3:13][C:14]1[CH:15]=[CH:16][C:17]([C:20]2[N:24]([C:25]3[S:26][CH:27]=[CH:28][N:29]=3)[N:23]=[C:22]([C:30]([N:38]3[CH2:39][CH2:40][N:35]([CH3:34])[C:36](=[O:41])[CH2:37]3)=[O:32])[CH:21]=2)=[N:18][CH:19]=1.